Dataset: Reaction yield outcomes from USPTO patents with 853,638 reactions. Task: Predict the reaction yield, written as a fraction of the theoretical maximum amount of product (1.0 means a 100% yield; for example, 0.34 means a 34% yield). (1) The reactants are Cl.CN(C)CCCN=C=NCC.[CH2:13]([NH:15][CH2:16][CH3:17])[CH3:14].ON1C2C=CC=CC=2N=N1.[CH3:28][O:29][C:30](=[O:50])[C:31]1[C:32](=[CH:36][CH:37]=[CH:38][C:39]=1[CH2:40][N:41]([C:43]([O:45][C:46]([CH3:49])([CH3:48])[CH3:47])=[O:44])[CH3:42])[C:33]([OH:35])=O. The catalyst is CN(C=O)C.O. The product is [CH3:28][O:29][C:30](=[O:50])[C:31]1[C:32](=[CH:36][CH:37]=[CH:38][C:39]=1[CH2:40][N:41]([C:43]([O:45][C:46]([CH3:49])([CH3:48])[CH3:47])=[O:44])[CH3:42])[C:33]([N:15]([CH2:16][CH3:17])[CH2:13][CH3:14])=[O:35]. The yield is 0.790. (2) The reactants are Cl.[NH2:2][C:3]1[C:4]2[C:14]([O:15][CH2:16][C@H:17]3[CH2:22][CH2:21][CH2:20][CH2:19][NH2+:18]3)=[CH:13][CH:12]=[CH:11][C:5]=2[NH:6][S:7](=[O:10])(=[O:9])[N:8]=1.[N:23]1[CH:28]=[CH:27][C:26]([CH2:29][C:30](O)=[O:31])=[CH:25][CH:24]=1. No catalyst specified. The product is [NH2:2][C:3]1[C:4]2[C:14]([O:15][CH2:16][C@H:17]3[CH2:22][CH2:21][CH2:20][CH2:19][N:18]3[C:30](=[O:31])[CH2:29][C:26]3[CH:27]=[CH:28][N:23]=[CH:24][CH:25]=3)=[CH:13][CH:12]=[CH:11][C:5]=2[NH:6][S:7](=[O:9])(=[O:10])[N:8]=1. The yield is 0.270. (3) The reactants are [N+:1]([C:4]1[CH:12]=[C:11]([C:13]([F:16])([F:15])[F:14])[CH:10]=[CH:9][C:5]=1[C:6]([OH:8])=[O:7])([O-])=O.C(Cl)Cl.CO. The catalyst is [Pd].CO. The product is [NH2:1][C:4]1[CH:12]=[C:11]([C:13]([F:14])([F:15])[F:16])[CH:10]=[CH:9][C:5]=1[C:6]([OH:8])=[O:7]. The yield is 0.920.